This data is from Forward reaction prediction with 1.9M reactions from USPTO patents (1976-2016). The task is: Predict the product of the given reaction. (1) Given the reactants [Cl:1][C:2]1[C:22]([N+:23]([O-])=O)=[CH:21][CH:20]=[CH:19][C:3]=1[CH2:4][N:5]1[CH2:10][CH2:9][N:8]([C:11]([CH:13]2[CH2:17][CH2:16][CH2:15][CH2:14]2)=[O:12])[C@@H:7]([CH3:18])[CH2:6]1.C([O-])=O.[NH4+], predict the reaction product. The product is: [NH2:23][C:22]1[C:2]([Cl:1])=[C:3]([CH:19]=[CH:20][CH:21]=1)[CH2:4][N:5]1[CH2:10][CH2:9][N:8]([C:11]([CH:13]2[CH2:17][CH2:16][CH2:15][CH2:14]2)=[O:12])[C@@H:7]([CH3:18])[CH2:6]1. (2) Given the reactants [C:1]([C:3]1[C:4]([N:15]2[CH2:20][CH2:19][CH:18]([CH2:21][C:22](O)=[O:23])[CH2:17][CH2:16]2)=[N:5][C:6]([CH3:14])=[C:7]([C:9]([O:11][CH2:12][CH3:13])=[O:10])[CH:8]=1)#[N:2].CCN=C=NCCCN(C)C.[CH:36]1[CH:37]=[CH:38][C:39]2N(O)N=[N:42][C:40]=2[CH:41]=1.NC1C=CC=CC=1.CCN(C(C)C)C(C)C, predict the reaction product. The product is: [NH:42]([C:22](=[O:23])[CH2:21][CH:18]1[CH2:17][CH2:16][N:15]([C:4]2[C:3]([C:1]#[N:2])=[CH:8][C:7]([C:9]([O:11][CH2:12][CH3:13])=[O:10])=[C:6]([CH3:14])[N:5]=2)[CH2:20][CH2:19]1)[C:40]1[CH:41]=[CH:36][CH:37]=[CH:38][CH:39]=1. (3) Given the reactants [CH2:1](Br)[C:2]1[CH:7]=[CH:6][CH:5]=[CH:4][CH:3]=1.C(=O)([O-])[O-].[K+].[K+].[CH3:15][O:16][C:17]1[C:25]([N+:26]([O-:28])=[O:27])=[CH:24][CH:23]=[CH:22][C:18]=1[C:19]([OH:21])=[O:20], predict the reaction product. The product is: [CH3:15][O:16][C:17]1[C:25]([N+:26]([O-:28])=[O:27])=[CH:24][CH:23]=[CH:22][C:18]=1[C:19]([O:21][CH2:1][C:2]1[CH:7]=[CH:6][CH:5]=[CH:4][CH:3]=1)=[O:20]. (4) Given the reactants CC(C)([O-])C.[K+].[Br-].C1([C:14]([PH3+])([C:21]2[CH:26]=[CH:25][CH:24]=[CH:23][CH:22]=2)[C:15]2[CH:20]=CC=CC=2)C=CC=CC=1.C1(C([N:37]2[CH:41]=[C:40]([C:42]3[C:43]4[CH:50]=[CH:49][N:48]([CH2:51][O:52][CH2:53][CH2:54][Si:55]([CH3:58])([CH3:57])[CH3:56])[C:44]=4[N:45]=[CH:46][N:47]=3)[CH:39]=[N:38]2)CC=O)CCCC1, predict the reaction product. The product is: [CH:26]1([CH:21]([N:37]2[CH:41]=[C:40]([C:42]3[C:43]4[CH:50]=[CH:49][N:48]([CH2:51][O:52][CH2:53][CH2:54][Si:55]([CH3:58])([CH3:57])[CH3:56])[C:44]=4[N:45]=[CH:46][N:47]=3)[CH:39]=[N:38]2)[CH2:14][CH:15]=[CH2:20])[CH2:25][CH2:24][CH2:23][CH2:22]1. (5) Given the reactants [CH3:1][S:2][CH2:3][CH2:4][CH2:5][NH:6][S:7]([C:10]1[C:15]([Cl:16])=[CH:14][CH:13]=[C:12]([N+:17]([O-:19])=[O:18])[C:11]=1Cl)(=[O:9])=[O:8].[H-].[Na+].[OH2:23], predict the reaction product. The product is: [CH3:1][S:2][CH2:3][CH2:4][CH2:5][NH:6][S:7]([C:10]1[C:15]([Cl:16])=[CH:14][CH:13]=[C:12]([N+:17]([O-:19])=[O:18])[C:11]=1[OH:23])(=[O:9])=[O:8]. (6) Given the reactants [Cl:1][C:2]1[N:10]=[CH:9][N:8]=[C:7]2[C:3]=1[NH:4][CH:5]=[N:6]2.O[CH2:12][N:13]1[CH2:17][CH:16]([CH2:18][CH2:19][CH3:20])[CH2:15][C:14]1=[O:21].C(N(CC)C(=O)OCN1CC(CCC)CC1=O)C, predict the reaction product. The product is: [Cl:1][C:2]1[N:10]=[CH:9][N:8]=[C:7]2[C:3]=1[N:4]=[CH:5][N:6]2[CH2:12][N:13]1[CH2:17][CH:16]([CH2:18][CH2:19][CH3:20])[CH2:15][C:14]1=[O:21]. (7) Given the reactants Br[C:2]1[CH:7]=[CH:6][C:5]([CH3:8])=[CH:4][N+:3]=1[O-:9].C([Mg]Cl)(C)C.[Li+].[Cl-].Br[C:18]1[C:23]([F:24])=[CH:22][CH:21]=[C:20]([CH3:25])[N:19]=1, predict the reaction product. The product is: [F:24][C:23]1[C:18]([C:2]2[CH:7]=[CH:6][C:5]([CH3:8])=[CH:4][N+:3]=2[O-:9])=[N:19][C:20]([CH3:25])=[CH:21][CH:22]=1.